This data is from Catalyst prediction with 721,799 reactions and 888 catalyst types from USPTO. The task is: Predict which catalyst facilitates the given reaction. (1) Reactant: [NH2:1][C:2]1[CH:7]=[CH:6][C:5]([OH:8])=[CH:4][CH:3]=1.C(=O)([O-])[O-].[K+].[K+].Cl[CH2:16][CH2:17][O:18][CH3:19]. Product: [CH3:19][O:18][CH2:17][CH2:16][O:8][C:5]1[CH:6]=[CH:7][C:2]([NH2:1])=[CH:3][CH:4]=1. The catalyst class is: 3. (2) Reactant: [Cl:1][C:2]1[C:3]([C:10]([O:12]C(C)(C)C)=[O:11])=[N:4][CH:5]=[C:6]([C:8]#[N:9])[CH:7]=1.C(O)(C(F)(F)F)=O. Product: [Cl:1][C:2]1[C:3]([C:10]([OH:12])=[O:11])=[N:4][CH:5]=[C:6]([C:8]#[N:9])[CH:7]=1. The catalyst class is: 2.